This data is from Experimentally validated miRNA-target interactions with 360,000+ pairs, plus equal number of negative samples. The task is: Binary Classification. Given a miRNA mature sequence and a target amino acid sequence, predict their likelihood of interaction. (1) The miRNA is hsa-miR-4783-3p with sequence CCCCGGUGUUGGGGCGCGUCUGC. The protein sequence of the target gene is MVALSLKISIGNVVKTMQFEPSTMVYDACRMIRERIPEALAGPPNDFGLFLSDDDPKKGIWLEAGKALDYYMLRNGDTMEYRKKQRPLKIRMLDGTVKTIMVDDSKTVTDMLMTICARIGITNHDEYSLVRELMEEKKDEGTGTLRKDKTLLRDEKKMEKLKQKLHTDDELNWLDHGRTLREQGVEEHETLLLRRKFFYSDQNVDSRDPVQLNLLYVQARDDILNGSHPVSFDKACEFAGFQCQIQFGPHNEQKHKAGFLDLKDFLPKEYVKQKGERKIFQAHKNCGQMSEIEAKVRYVK.... Result: 0 (no interaction). (2) The miRNA is hsa-miR-4663 with sequence AGCUGAGCUCCAUGGACGUGCAGU. The protein sequence of the target gene is MRRGAPQDQELVGPGPPGRGSRGAPPPLGPVVPVLVFPPDLVFRADQRSGPRQLLTLYNPTGTALRFRVLCTAPAKYTVFDAEGYVKPQSCIDIVIRHVAPIPSHYDVQDRFRIELSEEGAEGRVVGRKDITSILRAPAYPLELQGQPDPAPRPGPPAGTPPPTARHFQEHPRQQLATSSFLLFLLTGIVSVAFLLLPLPDELGSQLPQVLHVSLGQKLVAAYVLGLLTMVFLRT. Result: 0 (no interaction).